Task: Predict the reactants needed to synthesize the given product.. Dataset: Full USPTO retrosynthesis dataset with 1.9M reactions from patents (1976-2016) (1) Given the product [C:11]1([C:1]2[CH:6]=[CH:5][C:4]([CH:7]=[O:8])=[CH:3][CH:2]=2)[CH:16]=[CH:15][C:14]([CH:17]=[O:18])=[CH:13][CH:12]=1, predict the reactants needed to synthesize it. The reactants are: [C:1]1([C:11]2[CH:16]=[CH:15][C:14]([C:17](OC)=[O:18])=[CH:13][CH:12]=2)[CH:6]=[CH:5][C:4]([C:7](OC)=[O:8])=[CH:3][CH:2]=1.C1COCC1.O. (2) The reactants are: Cl.Cl.[CH2:3]([O:9][C:10]1[CH:15]=[CH:14][C:13]([N:16]2[CH2:21][CH2:20][NH:19][CH2:18][CH2:17]2)=[CH:12][CH:11]=1)[CH2:4][CH2:5][CH2:6][CH2:7][CH3:8].C(=O)(O)[O-].[K+].F[C:28]1[CH:38]=[CH:37][C:31]([C:32]([O:34][CH2:35][CH3:36])=[O:33])=[CH:30][CH:29]=1.O. Given the product [CH2:3]([O:9][C:10]1[CH:15]=[CH:14][C:13]([N:16]2[CH2:21][CH2:20][N:19]([C:28]3[CH:38]=[CH:37][C:31]([C:32]([O:34][CH2:35][CH3:36])=[O:33])=[CH:30][CH:29]=3)[CH2:18][CH2:17]2)=[CH:12][CH:11]=1)[CH2:4][CH2:5][CH2:6][CH2:7][CH3:8], predict the reactants needed to synthesize it. (3) The reactants are: Cl[C:2]1[C:11]2[C:6](=[CH:7][C:8]([C:12]3[CH:17]=[CH:16][CH:15]=[CH:14][CH:13]=3)=[CH:9][CH:10]=2)[N:5]=[CH:4][C:3]=1[N+:18]([O-:20])=[O:19].[O:21]([CH2:28][CH2:29][NH2:30])[C:22]1[CH:27]=[CH:26][CH:25]=[CH:24][CH:23]=1. Given the product [N+:18]([C:3]1[CH:4]=[N:5][C:6]2[C:11]([C:2]=1[NH:30][CH2:29][CH2:28][O:21][C:22]1[CH:27]=[CH:26][CH:25]=[CH:24][CH:23]=1)=[CH:10][CH:9]=[C:8]([C:12]1[CH:17]=[CH:16][CH:15]=[CH:14][CH:13]=1)[CH:7]=2)([O-:20])=[O:19], predict the reactants needed to synthesize it. (4) Given the product [Cl:18][C:10]1[CH:9]=[CH:8][C:7]2[C:12](=[CH:13][CH:14]=[C:5]([C:3]([O:2][CH3:1])=[O:4])[CH:6]=2)[N:11]=1.[Cl:18][C:8]1[C:7]2[C:12](=[CH:13][CH:14]=[C:5]([C:3]([O:2][CH3:1])=[O:4])[CH:6]=2)[N:11]=[CH:10][CH:9]=1, predict the reactants needed to synthesize it. The reactants are: [CH3:1][O:2][C:3]([C:5]1[CH:6]=[C:7]2[C:12](=[CH:13][CH:14]=1)[N+:11]([O-])=[CH:10][CH:9]=[CH:8]2)=[O:4].P(Cl)(Cl)([Cl:18])=O. (5) Given the product [Br:1][C:2]1[CH:3]=[C:4]2[C:9](=[CH:10][C:11]=1[OH:12])[O:8][C:7](=[O:16])[CH:6]=[C:5]2[CH:17]=[N+:18]=[N-:19], predict the reactants needed to synthesize it. The reactants are: [Br:1][C:2]1[CH:3]=[C:4]2[C:9](=[CH:10][C:11]=1[O:12]C(=O)C)[O:8][C:7](=[O:16])[CH:6]=[C:5]2[CH:17]=[N+:18]=[N-:19]. (6) Given the product [F:13][C:14]1[CH:15]=[C:16]([CH:20]=[C:21]([I:24])[C:22]=1[CH3:23])[C:17]([O:19][C:25]([CH3:28])([CH3:27])[CH3:26])=[O:18], predict the reactants needed to synthesize it. The reactants are: C(C1NC=CN=1)(C1NC=CN=1)=O.[F:13][C:14]1[CH:15]=[C:16]([CH:20]=[C:21]([I:24])[C:22]=1[CH3:23])[C:17]([OH:19])=[O:18].[C:25](O)([CH3:28])([CH3:27])[CH3:26].O. (7) Given the product [C:4]1([CH:2]([OH:3])[CH3:1])[C:13]2[C:8](=[CH:9][CH:10]=[CH:11][CH:12]=2)[CH:7]=[CH:6][CH:5]=1, predict the reactants needed to synthesize it. The reactants are: [CH3:1][C:2]([C:4]1[C:13]2[C:8](=[CH:9][CH:10]=[CH:11][CH:12]=2)[CH:7]=[CH:6][CH:5]=1)=[O:3].CC(C)([O-])C.[K+]. (8) Given the product [NH:26]1[CH2:25][CH:24]([N:23]2[C:19]([C:10]3[CH:11]=[C:12]([C:15]([F:16])([F:17])[F:18])[CH:13]=[CH:14][C:9]=3[OH:8])=[CH:20][CH:21]=[N:22]2)[CH2:27]1, predict the reactants needed to synthesize it. The reactants are: FC(F)(F)C(O)=O.[OH:8][C:9]1[CH:14]=[CH:13][C:12]([C:15]([F:18])([F:17])[F:16])=[CH:11][C:10]=1[C:19]1[N:23]([CH:24]2[CH2:27][N:26](C(OC(C)(C)C)=O)[CH2:25]2)[N:22]=[CH:21][CH:20]=1.N.CC1C=CC(COC(NNC(C2C=NC=CN=2)=O)=O)=CC=1. (9) Given the product [CH3:49][CH:44]1[N:43]([CH3:42])[CH2:48][CH2:47][N:46]([CH2:2][C:3]([NH:5][C:6]2[CH:7]=[C:8]([CH:25]=[CH:26][C:27]=2[O:28][C:29]([F:32])([F:31])[F:30])[C:9]([NH:11][C:12]2[CH:13]=[N:14][C:15]([C:18]3[CH:23]=[CH:22][CH:21]=[CH:20][C:19]=3[F:24])=[CH:16][CH:17]=2)=[O:10])=[O:4])[CH2:45]1, predict the reactants needed to synthesize it. The reactants are: Cl[CH2:2][C:3]([NH:5][C:6]1[CH:7]=[C:8]([CH:25]=[CH:26][C:27]=1[O:28][C:29]([F:32])([F:31])[F:30])[C:9]([NH:11][C:12]1[CH:13]=[N:14][C:15]([C:18]2[CH:23]=[CH:22][CH:21]=[CH:20][C:19]=2[F:24])=[CH:16][CH:17]=1)=[O:10])=[O:4].C(N(CC)CC)C.Cl.Cl.[CH3:42][N:43]1[CH2:48][CH2:47][NH:46][CH2:45][CH:44]1[CH3:49].[I-].[K+]. (10) The reactants are: [OH:1][C@H:2]([CH3:6])[C:3](N)=O.F[B-](F)(F)F.C([O+](CC)CC)C.[NH2:19][C:20]1[C:21]([NH:29][C@H:30]2[CH2:35][CH2:34][C@H:33]([CH2:36][C:37]([O:39][CH2:40][CH3:41])=[O:38])[CH2:32][CH2:31]2)=[C:22]2[S:28][CH:27]=[CH:26][C:23]2=[N:24][CH:25]=1. Given the product [CH2:40]([O:39][C:37](=[O:38])[CH2:36][C@H:33]1[CH2:32][CH2:31][C@H:30]([N:29]2[C:21]3=[C:22]4[S:28][CH:27]=[CH:26][C:23]4=[N:24][CH:25]=[C:20]3[N:19]=[C:3]2[C@H:2]([OH:1])[CH3:6])[CH2:35][CH2:34]1)[CH3:41], predict the reactants needed to synthesize it.